Dataset: Reaction yield outcomes from USPTO patents with 853,638 reactions. Task: Predict the reaction yield, written as a fraction of the theoretical maximum amount of product (1.0 means a 100% yield; for example, 0.34 means a 34% yield). (1) The reactants are C([O:4][C@@H:5]([C@:19]12[CH2:54][C:53](=[O:55])[C:52]([CH:56]([CH3:58])[CH3:57])=[C:20]1[C@@H:21]1[C@@:34]([CH3:37])([CH2:35][CH2:36]2)[C@@:33]2([CH3:38])[C@@H:24]([C@:25]3([CH3:51])[C@@H:30]([CH2:31][CH2:32]2)[C:29]([CH3:40])([CH3:39])[C@@H:28]([O:41][C:42](=[O:50])[CH2:43][C:44]([CH3:49])([CH3:48])[C:45]([OH:47])=[O:46])[CH2:27][CH2:26]3)[CH2:23][CH2:22]1)[CH2:6][N:7]([CH2:11][C:12]1[CH:17]=[CH:16][C:15]([Cl:18])=[CH:14][CH:13]=1)[C:8](=[O:10])[CH3:9])(=O)C.[OH-].[K+].Cl. The catalyst is C(O)C.C1(C)C=CC=CC=1. The product is [Cl:18][C:15]1[CH:14]=[CH:13][C:12]([CH2:11][N:7]([CH2:6][C@H:5]([C@:19]23[CH2:54][C:53](=[O:55])[C:52]([CH:56]([CH3:57])[CH3:58])=[C:20]2[C@@H:21]2[C@@:34]([CH3:37])([CH2:35][CH2:36]3)[C@@:33]3([CH3:38])[C@@H:24]([C@:25]4([CH3:51])[C@@H:30]([CH2:31][CH2:32]3)[C:29]([CH3:39])([CH3:40])[C@@H:28]([O:41][C:42](=[O:50])[CH2:43][C:44]([CH3:48])([CH3:49])[C:45]([OH:47])=[O:46])[CH2:27][CH2:26]4)[CH2:23][CH2:22]2)[OH:4])[C:8](=[O:10])[CH3:9])=[CH:17][CH:16]=1. The yield is 0.280. (2) The reactants are [CH3:1][O:2][C:3]([C:5]1([C:8]2[CH:13]=[CH:12][C:11]([O:14][CH2:15][CH2:16][C:17]([O:19]C(C)(C)C)=[O:18])=[CH:10][CH:9]=2)[CH2:7][CH2:6]1)=[O:4]. The catalyst is Cl. The product is [CH3:1][O:2][C:3]([C:5]1([C:8]2[CH:13]=[CH:12][C:11]([O:14][CH2:15][CH2:16][C:17]([OH:19])=[O:18])=[CH:10][CH:9]=2)[CH2:7][CH2:6]1)=[O:4]. The yield is 0.960. (3) The reactants are [C:1]([O:5][C:6]([N:8]1[CH2:12][C:11]([F:14])([F:13])[CH2:10][CH:9]1[CH2:15][OH:16])=[O:7])([CH3:4])([CH3:3])[CH3:2].O[C:18]1[CH:27]=[CH:26][C:21]([C:22]([O:24][CH3:25])=[O:23])=[CH:20][CH:19]=1.C1C=CC(P(C2C=CC=CC=2)C2C=CC=CC=2)=CC=1.CC(OC(/N=N/C(OC(C)C)=O)=O)C. The catalyst is C1COCC1. The product is [C:1]([O:5][C:6]([N:8]1[CH2:12][C:11]([F:13])([F:14])[CH2:10][CH:9]1[CH2:15][O:16][C:18]1[CH:27]=[CH:26][C:21]([C:22]([O:24][CH3:25])=[O:23])=[CH:20][CH:19]=1)=[O:7])([CH3:4])([CH3:3])[CH3:2]. The yield is 0.880.